This data is from Catalyst prediction with 721,799 reactions and 888 catalyst types from USPTO. The task is: Predict which catalyst facilitates the given reaction. Reactant: [CH3:1][C@H:2]1[C@:14]23[CH:17]=[C:18]([CH3:21])[C@H:19]([OH:20])[C@@:13]2([OH:22])[C@H:12]([OH:23])[C:11]([CH2:24][OH:25])=[CH:10][C@H:9]([C:15]3=[O:16])[C@@H:5]2[C:6]([CH3:8])([CH3:7])[C@@H:4]2[CH2:3]1.CS(O)(=O)=O.C(N([CH2:36][CH3:37])CC)C.[C:38](OCC)(=O)C. Product: [CH3:1][C@H:2]1[C:14]23[CH:17]=[C:18]([CH3:21])[C@H:19]([OH:20])[C@@:13]2([OH:22])[C@H:12]2[C:11]([CH2:24][O:25][C:36]([CH3:37])([CH3:38])[O:23]2)=[CH:10][CH:9]([C:15]3=[O:16])[CH:5]2[C:6]([CH3:8])([CH3:7])[CH:4]2[CH2:3]1. The catalyst class is: 21.